Task: Predict the reaction yield, written as a fraction of the theoretical maximum amount of product (1.0 means a 100% yield; for example, 0.34 means a 34% yield).. Dataset: Reaction yield outcomes from USPTO patents with 853,638 reactions (1) The reactants are C(OC([NH:8][C@@H:9]([CH2:19][C:20]1[CH:21]=[N:22][C:23]([N:26]2[C:31](=[O:32])[C:30]3[CH:33]=[CH:34][N:35]=[CH:36][C:29]=3[N:28]([CH3:37])[C:27]2=[O:38])=[CH:24][CH:25]=1)[C:10]([O:12][CH:13]1[CH2:18][CH2:17][CH2:16][CH2:15][CH2:14]1)=[O:11])=O)(C)(C)C.Cl.C(OCC)(=O)C. The catalyst is C(OCC)(=O)C. The product is [CH3:37][N:28]1[C:29]2[CH:36]=[N:35][CH:34]=[CH:33][C:30]=2[C:31](=[O:32])[N:26]([C:23]2[N:22]=[CH:21][C:20]([CH2:19][C@@H:9]([C:10]([O:12][CH:13]3[CH2:14][CH2:15][CH2:16][CH2:17][CH2:18]3)=[O:11])[NH2:8])=[CH:25][CH:24]=2)[C:27]1=[O:38]. The yield is 0.870. (2) The reactants are Br[C:2]1[CH:7]=[CH:6][C:5]([C:8]2[O:12][CH:11]=[N:10][C:9]=2[CH3:13])=[CH:4][C:3]=1[F:14].[O-]P([O-])([O-])=O.[K+].[K+].[K+].[CH:23]1(B(O)O)[CH2:25][CH2:24]1. The catalyst is C1(C)C=CC=CC=1.O.CC([O-])=O.CC([O-])=O.[Pd+2].C1(P(C2CCCCC2)C2CCCCC2)CCCCC1. The product is [CH:23]1([C:2]2[CH:7]=[CH:6][C:5]([C:8]3[O:12][CH:11]=[N:10][C:9]=3[CH3:13])=[CH:4][C:3]=2[F:14])[CH2:25][CH2:24]1. The yield is 0.930. (3) The reactants are [NH2:1][C:2]1[N:3]=[CH:4][C:5]([C:10]2[CH:11]=[C:12]([CH:23]=[CH:24][CH:25]=2)[C:13]([NH:15][CH2:16][C:17]2[CH:22]=[CH:21][CH:20]=[CH:19][CH:18]=2)=[O:14])=[N:6][C:7]=1[CH:8]=O.[NH:26]1[CH2:31][CH2:30][O:29][CH2:28][CH2:27]1.[BH-](O[C:42]([CH3:44])=O)(OC(C)=O)OC(C)=O.[Na+]. The catalyst is ClC(Cl)C.C(=O)([O-])[O-].[Na+].[Na+]. The product is [NH2:1][C:2]1[N:3]=[CH:4][C:5]([C:10]2[CH:11]=[C:12]([CH:23]=[CH:24][CH:25]=2)[C:13]([N:15]([CH2:16][C:17]2[CH:22]=[CH:21][CH:20]=[CH:19][CH:18]=2)[C:44]2[CH:42]=[CH:25][CH:10]=[CH:5][CH:4]=2)=[O:14])=[N:6][C:7]=1[CH2:8][N:26]1[CH2:31][CH2:30][O:29][CH2:28][CH2:27]1. The yield is 0.880. (4) The reactants are COC(=O)[C:4]([C:20]#[N:21])([CH:13]([CH:17]([CH3:19])[CH3:18])[CH2:14][CH2:15][CH3:16])[CH2:5][C:6]([O:8][C:9]([CH3:12])([CH3:11])[CH3:10])=[O:7].[Na+].[Cl-].O. The catalyst is CS(C)=O.[Cl-].[Na+].O. The product is [C:9]([O:8][C:6](=[O:7])[CH2:5][CH:4]([C:20]#[N:21])[CH:13]([CH:17]([CH3:18])[CH3:19])[CH2:14][CH2:15][CH3:16])([CH3:10])([CH3:12])[CH3:11]. The yield is 0.750. (5) The reactants are [C:1]([O:5][C:6]([N:8]1[CH2:11][C:10](=O)[CH:9]1[CH3:13])=[O:7])([CH3:4])([CH3:3])[CH3:2].[NH2:14][C:15]1[CH:16]=[C:17]2[C:26](=[CH:27][CH:28]=1)[O:25][CH2:24][C:23]1[N:18]2[CH:19]([CH3:30])[C:20](=[O:29])[NH:21][N:22]=1.[BH3-]C#N.[Na+]. The catalyst is CO.CC(O)=O. The product is [C:1]([O:5][C:6]([N:8]1[CH2:11][CH:10]([NH:14][C:15]2[CH:16]=[C:17]3[C:26](=[CH:27][CH:28]=2)[O:25][CH2:24][C:23]2[N:18]3[CH:19]([CH3:30])[C:20](=[O:29])[NH:21][N:22]=2)[CH:9]1[CH3:13])=[O:7])([CH3:4])([CH3:3])[CH3:2]. The yield is 0.180. (6) The reactants are [CH:1]1[C:10]2[C:5](=[CH:6][CH:7]=[CH:8][CH:9]=2)[CH:4]=[C:3]([NH2:11])[N:2]=1.C(O)(C(F)(F)F)=O. The catalyst is [Pt](=O)=O. The product is [CH:1]1[C:10]2[CH2:9][CH2:8][CH2:7][CH2:6][C:5]=2[CH:4]=[C:3]([NH2:11])[N:2]=1. The yield is 0.570.